This data is from Peptide-MHC class I binding affinity with 185,985 pairs from IEDB/IMGT. The task is: Regression. Given a peptide amino acid sequence and an MHC pseudo amino acid sequence, predict their binding affinity value. This is MHC class I binding data. (1) The peptide sequence is FWLMVYEGL. The MHC is HLA-A03:01 with pseudo-sequence HLA-A03:01. The binding affinity (normalized) is 0.0847. (2) The MHC is HLA-A02:06 with pseudo-sequence HLA-A02:06. The peptide sequence is HIGPGRAFY. The binding affinity (normalized) is 0. (3) The peptide sequence is TSTVEEQIQW. The MHC is HLA-B35:01 with pseudo-sequence HLA-B35:01. The binding affinity (normalized) is 0. (4) The peptide sequence is KAIGTVLV. The MHC is HLA-A02:06 with pseudo-sequence HLA-A02:06. The binding affinity (normalized) is 0.372. (5) The MHC is HLA-A02:01 with pseudo-sequence HLA-A02:01. The peptide sequence is FTGEYLLRL. The binding affinity (normalized) is 0.498. (6) The peptide sequence is YPITADKRI. The MHC is HLA-A11:01 with pseudo-sequence HLA-A11:01. The binding affinity (normalized) is 0.0847. (7) The MHC is HLA-A02:02 with pseudo-sequence HLA-A02:02. The peptide sequence is VMDTLNGIMM. The binding affinity (normalized) is 0.812. (8) The peptide sequence is EGNLAQGFR. The MHC is HLA-B27:05 with pseudo-sequence HLA-B27:05. The binding affinity (normalized) is 0.0847.